From a dataset of Full USPTO retrosynthesis dataset with 1.9M reactions from patents (1976-2016). Predict the reactants needed to synthesize the given product. (1) Given the product [Cl:33][C:29]1[CH:28]=[C:27]([N:26]2[C:22]([CH2:21][NH:20][C:18]([NH:17][C:14]3[CH:15]=[N:16][C:11]([CH2:10][CH2:9][OH:8])=[CH:12][CH:13]=3)=[O:19])=[CH:23][C:24]([C:34]([F:37])([F:35])[F:36])=[N:25]2)[CH:32]=[CH:31][CH:30]=1, predict the reactants needed to synthesize it. The reactants are: [Si]([O:8][CH2:9][CH2:10][C:11]1[N:16]=[CH:15][C:14]([NH:17][C:18]([NH:20][CH2:21][C:22]2[N:26]([C:27]3[CH:32]=[CH:31][CH:30]=[C:29]([Cl:33])[CH:28]=3)[N:25]=[C:24]([C:34]([F:37])([F:36])[F:35])[CH:23]=2)=[O:19])=[CH:13][CH:12]=1)(C(C)(C)C)(C)C.Cl. (2) Given the product [CH3:7][O:8][C:9]1[C:10]2[C:21]([C:22]3[CH:23]=[CH:24][CH:25]=[CH:26][CH:27]=3)=[C:20]([C:28]3[CH:33]=[CH:32][C:31]([C:34]4([NH:38][C:39](=[O:45])[O:40][C:41]([CH3:43])([CH3:42])[CH3:44])[CH2:35][CH2:36][CH2:37]4)=[CH:30][CH:29]=3)[O:19][C:11]=2[N:12]=[C:13]([N:1]2[CH2:6][CH2:5][CH2:4][CH2:3][CH2:2]2)[N:14]=1, predict the reactants needed to synthesize it. The reactants are: [NH:1]1[CH2:6][CH2:5][CH2:4][CH2:3][CH2:2]1.[CH3:7][O:8][C:9]1[C:10]2[C:21]([C:22]3[CH:27]=[CH:26][CH:25]=[CH:24][CH:23]=3)=[C:20]([C:28]3[CH:33]=[CH:32][C:31]([C:34]4([NH:38][C:39](=[O:45])[O:40][C:41]([CH3:44])([CH3:43])[CH3:42])[CH2:37][CH2:36][CH2:35]4)=[CH:30][CH:29]=3)[O:19][C:11]=2[N:12]=[C:13](S(C)(=O)=O)[N:14]=1.